From a dataset of Full USPTO retrosynthesis dataset with 1.9M reactions from patents (1976-2016). Predict the reactants needed to synthesize the given product. (1) The reactants are: [CH2:1]([N:5]([CH2:56][CH2:57][CH2:58][CH3:59])[C:6]([C:8]1[CH:12]=[C:11]([CH3:13])[N:10]([C:14]2[CH:19]=[CH:18][C:17]([N:20]3[CH2:25][CH2:24][N:23]([CH2:26][C:27]4[CH:32]=[CH:31][C:30]([Cl:33])=[CH:29][CH:28]=4)[C:22](=[O:34])[CH2:21]3)=[CH:16][C:15]=2[C:35]([N:37]2[C@H:46]([CH2:47][O:48][Si](C(C)(C)C)(C)C)[CH2:45][C:44]3[C:39](=[CH:40][CH:41]=[CH:42][CH:43]=3)[CH2:38]2)=[O:36])[N:9]=1)=[O:7])[CH2:2][CH2:3][CH3:4].Cl.C([O-])(O)=O.[Na+]. Given the product [CH2:56]([N:5]([CH2:1][CH2:2][CH2:3][CH3:4])[C:6]([C:8]1[CH:12]=[C:11]([CH3:13])[N:10]([C:14]2[CH:19]=[CH:18][C:17]([N:20]3[CH2:25][CH2:24][N:23]([CH2:26][C:27]4[CH:32]=[CH:31][C:30]([Cl:33])=[CH:29][CH:28]=4)[C:22](=[O:34])[CH2:21]3)=[CH:16][C:15]=2[C:35]([N:37]2[C@H:46]([CH2:47][OH:48])[CH2:45][C:44]3[C:39](=[CH:40][CH:41]=[CH:42][CH:43]=3)[CH2:38]2)=[O:36])[N:9]=1)=[O:7])[CH2:57][CH2:58][CH3:59], predict the reactants needed to synthesize it. (2) Given the product [Cl:3][C:4]1[CH:29]=[C:28]([C:30]([NH:32][CH2:33][C:34]2[CH:39]=[CH:38][CH:37]=[C:36]([OH:40])[CH:35]=2)=[O:31])[CH:27]=[C:26]([Cl:41])[C:5]=1[C:6]([NH:8][C@H:9]([C:22]([OH:24])=[O:23])[CH2:10][NH:11][C:12](=[O:21])[C:13]1[CH:14]=[C:15]([F:20])[CH:16]=[C:17]([F:19])[CH:18]=1)=[O:7], predict the reactants needed to synthesize it. The reactants are: [OH-].[Na+].[Cl:3][C:4]1[CH:29]=[C:28]([C:30]([NH:32][CH2:33][C:34]2[CH:39]=[CH:38][CH:37]=[C:36]([OH:40])[CH:35]=2)=[O:31])[CH:27]=[C:26]([Cl:41])[C:5]=1[C:6]([NH:8][C@H:9]([C:22]([O:24]C)=[O:23])[CH2:10][NH:11][C:12](=[O:21])[C:13]1[CH:18]=[C:17]([F:19])[CH:16]=[C:15]([F:20])[CH:14]=1)=[O:7].